Task: Regression. Given a peptide amino acid sequence and an MHC pseudo amino acid sequence, predict their binding affinity value. This is MHC class II binding data.. Dataset: Peptide-MHC class II binding affinity with 134,281 pairs from IEDB The peptide sequence is GELQIVDKIDQAFKI. The MHC is DRB1_1101 with pseudo-sequence DRB1_1101. The binding affinity (normalized) is 0.624.